Predict the reactants needed to synthesize the given product. From a dataset of Full USPTO retrosynthesis dataset with 1.9M reactions from patents (1976-2016). Given the product [NH:14]1[C:15]2[CH:21]=[CH:20][CH:19]=[CH:18][C:16]=2[N:17]=[C:13]1[NH:12][C@H:9]1[CH2:8][CH2:7][C@H:6]([C:4]([OH:5])=[O:3])[CH2:11][CH2:10]1, predict the reactants needed to synthesize it. The reactants are: C([O:3][C:4]([C@H:6]1[CH2:11][CH2:10][C@H:9]([NH:12][C:13]2[NH:17][C:16]3[CH:18]=[CH:19][CH:20]=[CH:21][C:15]=3[N:14]=2)[CH2:8][CH2:7]1)=[O:5])C.